Dataset: Reaction yield outcomes from USPTO patents with 853,638 reactions. Task: Predict the reaction yield, written as a fraction of the theoretical maximum amount of product (1.0 means a 100% yield; for example, 0.34 means a 34% yield). (1) The reactants are [OH:1][NH:2][C:3](=[NH:12])[C:4]1[CH:9]=[CH:8][C:7]([O:10][CH3:11])=[CH:6][CH:5]=1.[C:13]([N:20]1[CH2:25][CH2:24][CH2:23][CH:22]([C:26](O)=O)[CH2:21]1)([O:15][C:16]([CH3:19])([CH3:18])[CH3:17])=[O:14].C1C=CC2N(O)N=NC=2C=1.CCN=C=NCCCN(C)C.Cl. The catalyst is O1CCOCC1. The product is [C:16]([O:15][C:13]([N:20]1[CH2:25][CH2:24][CH2:23][CH:22]([C:26]2[O:1][N:2]=[C:3]([C:4]3[CH:9]=[CH:8][C:7]([O:10][CH3:11])=[CH:6][CH:5]=3)[N:12]=2)[CH2:21]1)=[O:14])([CH3:19])([CH3:17])[CH3:18]. The yield is 0.720. (2) The reactants are [OH:1][C:2]1[CH:3]=[N:4][CH:5]=[CH:6][CH:7]=1.[H-].[Na+].[Cl:10][CH2:11][CH2:12][CH2:13]I.O. The catalyst is CN(C)C=O.[Na+].[Cl-]. The product is [Cl:10][CH2:11][CH2:12][CH2:13][O:1][C:2]1[CH:3]=[N:4][CH:5]=[CH:6][CH:7]=1. The yield is 0.873. (3) The reactants are C(OC([N:8]1[CH2:13][CH2:12][CH2:11][CH:10]([CH2:14][NH:15][C:16]([C:18]2[C:26]3[C:21](=[N:22][CH:23]=[C:24]([CH:27]4[CH2:29][CH2:28]4)[N:25]=3)[N:20]([CH2:30][O:31][CH2:32][CH2:33][Si:34]([CH3:37])([CH3:36])[CH3:35])[CH:19]=2)=[O:17])[CH2:9]1)=O)(C)(C)C.C([Cl:41])(=O)C. The catalyst is CO. The product is [ClH:41].[NH:8]1[CH2:13][CH2:12][CH2:11][CH:10]([CH2:14][NH:15][C:16]([C:18]2[C:26]3[C:21](=[N:22][CH:23]=[C:24]([CH:27]4[CH2:28][CH2:29]4)[N:25]=3)[N:20]([CH2:30][O:31][CH2:32][CH2:33][Si:34]([CH3:37])([CH3:36])[CH3:35])[CH:19]=2)=[O:17])[CH2:9]1. The yield is 0.980. (4) The reactants are [CH2:1]([C:8]1[C:9]([NH:21][CH:22]([CH2:26][CH2:27][CH3:28])[C:23](O)=[O:24])=[N:10][CH:11]=[C:12]([C:14]2[CH:19]=[CH:18][C:17]([OH:20])=[CH:16][CH:15]=2)[N:13]=1)[C:2]1[CH:7]=[CH:6][CH:5]=[CH:4][CH:3]=1.N1C=CC=CC=1.C1(N=C=NC2CCCCC2)CCCCC1. The catalyst is C(Cl)Cl. The product is [CH2:1]([C:8]1[NH:13][C:12]([C:14]2[CH:15]=[CH:16][C:17]([OH:20])=[CH:18][CH:19]=2)=[CH:11][N:10]2[C:23](=[O:24])[C:22]([CH2:26][CH2:27][CH3:28])=[N:21][C:9]=12)[C:2]1[CH:3]=[CH:4][CH:5]=[CH:6][CH:7]=1. The yield is 0.860. (5) The catalyst is C(O)C. The yield is 0.300. The product is [Br:1][C:2]1[C:3]([CH3:12])=[CH:4][C:5]([F:11])=[C:6]([CH:7]=1)[NH2:8]. The reactants are [Br:1][C:2]1[CH:7]=[C:6]([N+:8]([O-])=O)[C:5]([F:11])=[CH:4][C:3]=1[CH3:12].O.O.Cl[Sn]Cl.C([O-])(O)=O.[Na+]. (6) The reactants are [C:1]1([N:7]2[C:12](=O)C3SC=C(C4C=CC=CC=4)C=3N=C2)[CH:6]=[CH:5][CH:4]=[CH:3][CH:2]=1.[NH2:23][C:24]1[C:28]([C:29]2[CH:34]=[CH:33][C:32]([O:35][CH3:36])=[C:31]([O:37][CH3:38])[CH:30]=2)=[CH:27][S:26][C:25]=1[C:39]([O:41]C)=O.[CH:43](OCC)(OCC)[O:44]CC.ClC1C=CC(N)=CC=1. The catalyst is C(O)(=O)C. The product is [CH3:38][O:37][C:31]1[CH:30]=[C:29]([C:28]2[C:24]3[N:23]=[CH:12][N:7]([C:1]4[CH:2]=[CH:3][C:4]([O:44][CH3:43])=[CH:5][CH:6]=4)[C:39](=[O:41])[C:25]=3[S:26][CH:27]=2)[CH:34]=[CH:33][C:32]=1[O:35][CH3:36]. The yield is 0.280.